From a dataset of Full USPTO retrosynthesis dataset with 1.9M reactions from patents (1976-2016). Predict the reactants needed to synthesize the given product. (1) Given the product [F:16][C:17]1[CH:22]=[CH:21][C:20]([O:23][CH2:2][C:3]2([OH:1])[CH2:8][CH2:7][N:6]([C:9]([O:11][C:12]([CH3:15])([CH3:14])[CH3:13])=[O:10])[CH2:5][CH2:4]2)=[CH:19][CH:18]=1, predict the reactants needed to synthesize it. The reactants are: [O:1]1[C:3]2([CH2:8][CH2:7][N:6]([C:9]([O:11][C:12]([CH3:15])([CH3:14])[CH3:13])=[O:10])[CH2:5][CH2:4]2)[CH2:2]1.[F:16][C:17]1[CH:22]=[CH:21][C:20]([OH:23])=[CH:19][CH:18]=1.C(=O)([O-])[O-].[K+].[K+]. (2) Given the product [CH2:17]([O:16][C:9]([O:13][CH2:14][CH3:15])([CH3:19])[C:1]([O:6][CH2:7][CH3:8])=[O:5])[CH3:18], predict the reactants needed to synthesize it. The reactants are: [C:1]([O:6][CH2:7][CH3:8])(=[O:5])C(C)=O.[CH:9]([O:16][CH2:17][CH3:18])([O:13][CH2:14][CH3:15])OCC.[C:19]([O-])([O-])=O.[Na+].[Na+]. (3) Given the product [CH2:36]([S:38]([N:4]1[CH2:5][CH2:6][N:1]([C:7]2[CH:8]=[CH:9][C:10]([NH:13][C:14]([C:16]3[O:17][C:18]4[C:23]([C:24](=[O:26])[CH:25]=3)=[CH:22][C:21]([O:27][CH3:28])=[CH:20][C:19]=4[N:29]3[CH2:30][CH2:31][N:32]([CH3:35])[CH2:33][CH2:34]3)=[O:15])=[CH:11][CH:12]=2)[CH2:2][CH2:3]1)(=[O:40])=[O:39])[CH3:37], predict the reactants needed to synthesize it. The reactants are: [N:1]1([C:7]2[CH:12]=[CH:11][C:10]([NH:13][C:14]([C:16]3[O:17][C:18]4[C:23]([C:24](=[O:26])[CH:25]=3)=[CH:22][C:21]([O:27][CH3:28])=[CH:20][C:19]=4[N:29]3[CH2:34][CH2:33][N:32]([CH3:35])[CH2:31][CH2:30]3)=[O:15])=[CH:9][CH:8]=2)[CH2:6][CH2:5][NH:4][CH2:3][CH2:2]1.[CH2:36]([S:38](Cl)(=[O:40])=[O:39])[CH3:37]. (4) Given the product [Cl:41][CH2:42][C:56]([NH:54][CH:26]([O:25][P:22]([O:21][P:18]([O:17][CH2:16][C@@H:14]1[C@@H:13]([OH:29])[C@@H:12]([OH:30])[C@H:11]([N:8]2[CH:7]=[N:6][C:5]3[C:4](=[O:31])[NH:3][C:2]([NH2:1])=[N:10][C:9]2=3)[O:15]1)([OH:20])=[O:19])([OH:24])=[O:23])[CH3:32])=[O:57], predict the reactants needed to synthesize it. The reactants are: [NH2:1][C:2]1[NH:3][C:4](=[O:31])[C:5]2[N:6]=[CH:7][N:8]([C@@H:11]3[O:15][C@H:14]([CH2:16][O:17][P:18]([O:21][P:22]([O:25][CH2:26]CN)([OH:24])=[O:23])([OH:20])=[O:19])[C@@H:13]([OH:29])[C@H:12]3[OH:30])[C:9]=2[N:10]=1.[CH3:32]CN(C(C)C)C(C)C.[Cl:41][CH2:42]C(ON1C(=O)CCC1=O)=O.C[N:54]([CH:56]=[O:57])C. (5) The reactants are: C[Si]([N-][Si](C)(C)C)(C)C.[Li+].[N:11]1[CH:16]=[CH:15][N:14]=[CH:13][C:12]=1[C:17](=[O:19])[CH3:18].[C:20](OCC)(=[O:26])[C:21]([O:23][CH2:24][CH3:25])=[O:22].Cl. Given the product [N:11]1[CH:16]=[CH:15][N:14]=[CH:13][C:12]=1[C:17](=[O:19])[CH2:18][C:20](=[O:26])[C:21]([O:23][CH2:24][CH3:25])=[O:22], predict the reactants needed to synthesize it. (6) Given the product [Br:18][C:19]1[CH:20]=[CH:21][C:22](/[C:25](/[C:42]2[CH:43]=[CH:44][C:45]([C:2]#[C:1][C:3]3[CH:8]=[CH:7][C:6]([CH2:9][OH:10])=[CH:5][CH:4]=3)=[CH:46][CH:47]=2)=[CH:26]/[CH2:27][O:28][C:29]2[CH:40]=[CH:39][C:32]([O:33][CH2:34][C:35]([O:37][CH3:38])=[O:36])=[C:31]([CH3:41])[CH:30]=2)=[CH:23][CH:24]=1, predict the reactants needed to synthesize it. The reactants are: [C:1]([C:3]1[CH:8]=[CH:7][C:6]([CH2:9][OH:10])=[CH:5][CH:4]=1)#[CH:2].C(NC(C)C)(C)C.[Br:18][C:19]1[CH:24]=[CH:23][C:22](/[C:25](/[C:42]2[CH:47]=[CH:46][C:45](I)=[CH:44][CH:43]=2)=[CH:26]/[CH2:27][O:28][C:29]2[CH:40]=[CH:39][C:32]([O:33][CH2:34][C:35]([O:37][CH3:38])=[O:36])=[C:31]([CH3:41])[CH:30]=2)=[CH:21][CH:20]=1.